The task is: Regression/Classification. Given a drug SMILES string, predict its absorption, distribution, metabolism, or excretion properties. Task type varies by dataset: regression for continuous measurements (e.g., permeability, clearance, half-life) or binary classification for categorical outcomes (e.g., BBB penetration, CYP inhibition). Dataset: cyp2c9_veith.. This data is from CYP2C9 inhibition data for predicting drug metabolism from PubChem BioAssay. (1) The molecule is CC1(C)Cc2ccccc2C(N/N=C/c2cccc(F)c2)=N1.Cl. The result is 1 (inhibitor). (2) The molecule is Cc1cccc(OCCn2c(-c3ccco3)nc3ccccc32)c1. The result is 1 (inhibitor). (3) The drug is O=C(c1ccc2nc(-c3ccco3)c(-c3ccco3)nc2c1)N1CCN(c2ncccn2)CC1. The result is 1 (inhibitor). (4) The result is 0 (non-inhibitor). The drug is COc1ccc(-n2c(=O)c(-c3ccc(F)cc3)nc3cnc(N4CCNCC4)nc32)cc1. (5) The compound is CS(=O)(=O)c1ccc(/C=N\NC(N)=S)cc1. The result is 0 (non-inhibitor). (6) The compound is COc1cccc(C(=O)NCCN2CCN(c3ccc(Cl)cc3)CC2)c1. The result is 0 (non-inhibitor). (7) The compound is Clc1cccc(SC2CCNCC2)n1. The result is 0 (non-inhibitor). (8) The drug is O=C(CSc1n[nH]c(-c2cccs2)n1)N1CCCc2ccccc21. The result is 1 (inhibitor). (9) The molecule is COc1ccccc1N1CCN(CCN2C(=O)c3ccccc3C(C)(C)C2=O)CC1. The result is 0 (non-inhibitor).